This data is from Full USPTO retrosynthesis dataset with 1.9M reactions from patents (1976-2016). The task is: Predict the reactants needed to synthesize the given product. (1) Given the product [CH3:7][CH:8]([O:10][C:11]1[CH:16]=[CH:15][C:14]([C:21]2[C:22]([NH2:27])=[N:23][CH:24]=[CH:25][CH:26]=2)=[CH:13][CH:12]=1)[CH3:9], predict the reactants needed to synthesize it. The reactants are: C(=O)([O-])[O-].[Na+].[Na+].[CH3:7][CH:8]([O:10][C:11]1[CH:16]=[CH:15][C:14](B(O)O)=[CH:13][CH:12]=1)[CH3:9].Br[C:21]1[C:22]([NH2:27])=[N:23][CH:24]=[CH:25][CH:26]=1. (2) Given the product [F:1][C:2]1[CH:8]=[CH:7][CH:6]=[C:5]([F:9])[C:3]=1[N+:4]([O-:15])=[O:14], predict the reactants needed to synthesize it. The reactants are: [F:1][C:2]1[CH:8]=[CH:7][CH:6]=[C:5]([F:9])[C:3]=1[NH2:4].B1([O-])OO1.[OH2:14].[OH2:15].O.O.[Na+].O.